Dataset: Reaction yield outcomes from USPTO patents with 853,638 reactions. Task: Predict the reaction yield, written as a fraction of the theoretical maximum amount of product (1.0 means a 100% yield; for example, 0.34 means a 34% yield). (1) The reactants are [Br:1][C:2]1[C:9]([O:10][CH3:11])=[CH:8][CH:7]=[C:6]([C:12](=O)[C:13]2[CH:18]=[CH:17][C:16]([F:19])=[CH:15][CH:14]=2)[C:3]=1[C:4]#[N:5].C([SiH](CC)CC)C. The catalyst is FC(F)(F)C(O)=O. The product is [Br:1][C:2]1[C:9]([O:10][CH3:11])=[CH:8][CH:7]=[C:6]([CH2:12][C:13]2[CH:14]=[CH:15][C:16]([F:19])=[CH:17][CH:18]=2)[C:3]=1[C:4]#[N:5]. The yield is 0.940. (2) The reactants are [S:1](=[O:30])(=[O:29])([O:3][CH2:4][C@@H:5]1[CH2:9][C@@H:8]([N:10]2[C:14]3[N:15]=[CH:16][N:17]=[C:18]([NH:19][C@@H:20]4[C:28]5[C:23](=[CH:24][CH:25]=[CH:26][CH:27]=5)[CH2:22][CH2:21]4)[C:13]=3[CH:12]=[CH:11]2)[CH:7]=[CH:6]1)[NH2:2]. The catalyst is [Pd].CCOC(C)=O. The product is [S:1](=[O:30])(=[O:29])([O:3][CH2:4][C@H:5]1[CH2:6][CH2:7][C@H:8]([N:10]2[C:14]3[N:15]=[CH:16][N:17]=[C:18]([NH:19][C@@H:20]4[C:28]5[C:23](=[CH:24][CH:25]=[CH:26][CH:27]=5)[CH2:22][CH2:21]4)[C:13]=3[CH:12]=[CH:11]2)[CH2:9]1)[NH2:2]. The yield is 0.620.